From a dataset of Reaction yield outcomes from USPTO patents with 853,638 reactions. Predict the reaction yield, written as a fraction of the theoretical maximum amount of product (1.0 means a 100% yield; for example, 0.34 means a 34% yield). The product is [CH3:1][O:2][C:3]1[C:12]([NH:13][C:14]([N:33]2[CH2:34][CH2:35][N:30]([CH:29]([C:23]3[CH:28]=[CH:27][CH:26]=[CH:25][CH:24]=3)[C:36]3[CH:41]=[CH:40][CH:39]=[CH:38][CH:37]=3)[CH2:31][CH2:32]2)=[O:16])=[N:11][C:10]2[C:5](=[CH:6][CH:7]=[CH:8][CH:9]=2)[N:4]=1. The reactants are [CH3:1][O:2][C:3]1[C:12]([N:13](C2C=CC=CC=2)[C:14](=[O:16])[O-])=[N:11][C:10]2[C:5](=[CH:6][CH:7]=[CH:8][CH:9]=2)[N:4]=1.[C:23]1([CH:29]([C:36]2[CH:41]=[CH:40][CH:39]=[CH:38][CH:37]=2)[N:30]2[CH2:35][CH2:34][NH:33][CH2:32][CH2:31]2)[CH:28]=[CH:27][CH:26]=[CH:25][CH:24]=1.C1CCN2C(=NCCC2)CC1. The yield is 0.562. The catalyst is C1COCC1.